Dataset: Peptide-MHC class II binding affinity with 134,281 pairs from IEDB. Task: Regression. Given a peptide amino acid sequence and an MHC pseudo amino acid sequence, predict their binding affinity value. This is MHC class II binding data. The peptide sequence is VRKNRWLLLNVTSED. The MHC is DRB1_0301 with pseudo-sequence DRB1_0301. The binding affinity (normalized) is 0.430.